This data is from Catalyst prediction with 721,799 reactions and 888 catalyst types from USPTO. The task is: Predict which catalyst facilitates the given reaction. (1) Reactant: [Br:1][C:2]1[N:7]=[C:6]([N+:8]([O-:10])=[O:9])[C:5]([OH:11])=[CH:4][CH:3]=1.[H-].[Na+].[CH:14]1[CH:19]=[CH:18][C:17]([CH2:20]Br)=[CH:16][CH:15]=1. Product: [CH2:20]([O:11][C:5]1[C:6]([N+:8]([O-:10])=[O:9])=[N:7][C:2]([Br:1])=[CH:3][CH:4]=1)[C:17]1[CH:18]=[CH:19][CH:14]=[CH:15][CH:16]=1. The catalyst class is: 3. (2) Reactant: CC1(C)CCCC(C)(C)N1.C([Li])CCC.[CH:16]1[CH:21]=[N:20][CH:19]=[C:18]([C:22]([OH:24])=[O:23])[CH:17]=1.[Cl:25][C:26]1[CH:31]=[C:30]([Cl:32])[CH:29]=[CH:28][C:27]=1[C:33]1([C:36]([N:38]2[CH2:42][CH2:41][C:40](=O)[CH2:39]2)=[O:37])[CH2:35][CH2:34]1.Cl. Product: [Cl:25][C:26]1[CH:31]=[C:30]([Cl:32])[CH:29]=[CH:28][C:27]=1[C:33]1([C:36]([N:38]2[CH2:39][CH2:40][C:41]3([C:17]4[CH:16]=[CH:21][N:20]=[CH:19][C:18]=4[C:22](=[O:24])[O:23]3)[CH2:42]2)=[O:37])[CH2:35][CH2:34]1. The catalyst class is: 323. (3) Reactant: [C:1](Cl)(=[O:3])[CH3:2].[F:5][CH:6]([F:34])[C:7]1[N:11]([C:12]2[N:17]=[C:16]([N:18]3[CH2:23][CH2:22][O:21][CH2:20][CH2:19]3)[N:15]=[C:14]([N:24]3[CH2:29][CH2:28][NH:27][CH2:26][CH2:25]3)[N:13]=2)[C:10]2[CH:30]=[CH:31][CH:32]=[CH:33][C:9]=2[N:8]=1.C1COCC1. Product: [C:1]([N:27]1[CH2:26][CH2:25][N:24]([C:14]2[N:15]=[C:16]([N:18]3[CH2:19][CH2:20][O:21][CH2:22][CH2:23]3)[N:17]=[C:12]([N:11]3[C:10]4[CH:30]=[CH:31][CH:32]=[CH:33][C:9]=4[N:8]=[C:7]3[CH:6]([F:34])[F:5])[N:13]=2)[CH2:29][CH2:28]1)(=[O:3])[CH3:2]. The catalyst class is: 6. (4) Reactant: C(N(CC)CC)C.[CH2:8]([N:10]=[C:11]=[O:12])[CH3:9].[CH3:13][C:14]1[NH:18][N:17]=[C:16]([O:19][C:20]2[CH:25]=[CH:24][C:23]([N+:26]([O-:28])=[O:27])=[C:22]([CH3:29])[CH:21]=2)[CH:15]=1.Cl. Product: [CH2:8]([NH:10][C:11]([N:18]1[C:14]([CH3:13])=[CH:15][C:16]([O:19][C:20]2[CH:25]=[CH:24][C:23]([N+:26]([O-:28])=[O:27])=[C:22]([CH3:29])[CH:21]=2)=[N:17]1)=[O:12])[CH3:9]. The catalyst class is: 13. (5) Reactant: [CH:1]1([CH2:7][C@H:8]([N:12]2[CH2:16][C:15]([O:17][C:18]3[CH:23]=[CH:22][CH:21]=[C:20]([CH3:24])[C:19]=3[CH3:25])=[CH:14][C:13]2=[O:26])[C:9](O)=[O:10])[CH2:6][CH2:5][CH2:4][CH2:3][CH2:2]1.Cl.[CH3:28]N(C)CCCN=C=NCC.C(N(CC)C(C)C)(C)C.ON1C2C=CC=CC=2N=N1.Cl.[OH:59][C@@H:60]([CH2:90]O)[CH2:61][N:62]1[CH:66]=[CH:65][C:64]([NH:67]C(=O)[C@@H](N2CC(OC3C=CC=C(Cl)C=3Cl)=CC2=O)CC(C)C)=[N:63]1. Product: [CH:1]1([CH2:7][C@H:8]([N:12]2[CH2:16][C:15]([O:17][C:18]3[CH:23]=[CH:22][CH:21]=[C:20]([CH3:24])[C:19]=3[CH3:25])=[CH:14][C:13]2=[O:26])[C:9]([NH:67][C:64]2[CH:65]=[CH:66][N:62]([CH2:61][C:60]([OH:59])([CH3:90])[CH3:28])[N:63]=2)=[O:10])[CH2:6][CH2:5][CH2:4][CH2:3][CH2:2]1. The catalyst class is: 96. (6) Reactant: [NH2:1][C:2]1[NH:3][N:4]=[C:5]([C:7]2[CH:11]=[CH:10][S:9][CH:8]=2)[CH:6]=1.C([O:14][C:15](=O)[CH2:16][C:17]([C:19]([F:22])([F:21])[F:20])=[O:18])C. Product: [F:20][C:19]([F:22])([F:21])[C:17](=[O:18])[CH2:16][C:15]([NH:1][C:2]1[NH:3][N:4]=[C:5]([C:7]2[CH:11]=[CH:10][S:9][CH:8]=2)[CH:6]=1)=[O:14]. The catalyst class is: 15. (7) Reactant: [CH3:1][O:2][C:3]1[CH:10]=[C:9]([O:11][CH3:12])[CH:8]=[CH:7][C:4]=1[C:5]#[N:6].[CH2:13]([O:15][C:16](=[O:21])[C@H:17]([CH2:19][SH:20])N)[CH3:14].C(N(CC)CC)C. Product: [CH2:13]([O:15][C:16]([C@@H:17]1[CH2:19][S:20][C:5]([C:4]2[CH:7]=[CH:8][C:9]([O:11][CH3:12])=[CH:10][C:3]=2[O:2][CH3:1])=[N:6]1)=[O:21])[CH3:14]. The catalyst class is: 8.